This data is from Full USPTO retrosynthesis dataset with 1.9M reactions from patents (1976-2016). The task is: Predict the reactants needed to synthesize the given product. (1) Given the product [C:1]([O:5][C:6]([N:8]1[CH2:13][CH2:12][CH:11]([C:14](=[O:26])[N:15]([CH2:30][CH:29]=[CH2:28])[S:16]([CH2:19][C:20]2[CH:25]=[CH:24][CH:23]=[CH:22][CH:21]=2)(=[O:18])=[O:17])[CH2:10][CH2:9]1)=[O:7])([CH3:4])([CH3:2])[CH3:3], predict the reactants needed to synthesize it. The reactants are: [C:1]([O:5][C:6]([N:8]1[CH2:13][CH2:12][CH:11]([C:14](=[O:26])[NH:15][S:16]([CH2:19][C:20]2[CH:25]=[CH:24][CH:23]=[CH:22][CH:21]=2)(=[O:18])=[O:17])[CH2:10][CH2:9]1)=[O:7])([CH3:4])([CH3:3])[CH3:2].Br[CH2:28][CH:29]=[CH2:30].CCN(C(C)C)C(C)C.O. (2) Given the product [N+:18]([C:21]1[CH:26]=[CH:25][CH:24]=[CH:23][C:22]=1[S:27]([NH:8][C@@H:4]([CH2:3][CH:2]=[CH2:1])[C:5]([O:7][CH3:31])=[O:6])(=[O:29])=[O:28])([O-:20])=[O:19], predict the reactants needed to synthesize it. The reactants are: [CH2:1]=[CH:2][CH2:3][C@H:4]([NH2:8])[C:5]([OH:7])=[O:6].S(Cl)(Cl)=O.C(=O)([O-])O.[Na+].[N+:18]([C:21]1[CH:26]=[CH:25][CH:24]=[CH:23][C:22]=1[S:27](Cl)(=[O:29])=[O:28])([O-:20])=[O:19].[CH3:31]N(C)CCN. (3) Given the product [CH3:3][O:4][C:5]1[CH:6]=[C:7]([CH2:8][OH:9])[CH:11]=[CH:12][C:13]=1[N+:14]([O-:16])=[O:15], predict the reactants needed to synthesize it. The reactants are: [BH4-].[Na+].[CH3:3][O:4][C:5]1[CH:6]=[C:7]([CH:11]=[CH:12][C:13]=1[N+:14]([O-:16])=[O:15])[C:8](O)=[O:9].B(F)(F)F.CCOCC. (4) The reactants are: [OH-].[Li+].[C:3]([CH2:5]P(=O)(OCC)OCC)#[N:4].[C:14]([C:18]1[CH:44]=[CH:43][C:21]([CH2:22][O:23][C:24]2[CH:29]=[CH:28][C:27]([C:30]3[CH:35]=[CH:34][C:33]([O:36][C:37]([F:40])([F:39])[F:38])=[CH:32][CH:31]=3)=[CH:26][C:25]=2[CH:41]=O)=[CH:20][CH:19]=1)([CH3:17])([CH3:16])[CH3:15].Cl. Given the product [C:14]([C:18]1[CH:44]=[CH:43][C:21]([CH2:22][O:23][C:24]2[CH:29]=[CH:28][C:27]([C:30]3[CH:31]=[CH:32][C:33]([O:36][C:37]([F:39])([F:40])[F:38])=[CH:34][CH:35]=3)=[CH:26][C:25]=2[CH:41]=[CH:5][C:3]#[N:4])=[CH:20][CH:19]=1)([CH3:16])([CH3:17])[CH3:15], predict the reactants needed to synthesize it. (5) Given the product [Cl:27][C:28]1[CH:33]=[CH:32][C:31]([O:34][C:2]2[CH:7]=[CH:6][N:5]=[C:4]3[N:8]([CH2:12][C:13]4[CH:18]=[CH:17][C:16]([O:19][CH3:20])=[CH:15][CH:14]=4)[N:9]=[C:10]([I:11])[C:3]=23)=[CH:30][CH:29]=1, predict the reactants needed to synthesize it. The reactants are: Cl[C:2]1[CH:7]=[CH:6][N:5]=[C:4]2[N:8]([CH2:12][C:13]3[CH:18]=[CH:17][C:16]([O:19][CH3:20])=[CH:15][CH:14]=3)[N:9]=[C:10]([I:11])[C:3]=12.C([O-])([O-])=O.[K+].[K+].[Cl:27][C:28]1[CH:33]=[CH:32][C:31]([OH:34])=[CH:30][CH:29]=1. (6) Given the product [ClH:29].[ClH:29].[F:27][C:10]1[CH:9]=[CH:8][C:7]2[C:6]3[N:31]([CH3:32])[N:30]=[CH:4][C:5]=3[C:14]3([CH2:19][CH2:18][NH:17][CH2:16][CH2:15]3)[O:13][C:12]=2[CH:11]=1, predict the reactants needed to synthesize it. The reactants are: C(O/[CH:4]=[C:5]1\[C:6](=O)[C:7]2[C:12]([O:13][C:14]3\1[CH2:19][CH2:18][N:17](C(OC(C)(C)C)=O)[CH2:16][CH2:15]3)=[CH:11][C:10]([F:27])=[CH:9][CH:8]=2)C.[ClH:29].[NH2:30][N:31](C)[C:32](=O)OC(C)(C)C.O1CCOCC1. (7) Given the product [Cl:3][C:4]1[CH:5]=[C:6]([CH:11]2[O:17][CH2:16][CH2:15][N:14]([C:18]([O:20][C:21]([CH3:22])([CH3:24])[CH3:23])=[O:19])[CH2:13][C:12]32[O:25][CH2:27]3)[CH:7]=[CH:8][C:9]=1[Cl:10], predict the reactants needed to synthesize it. The reactants are: C[Li].[Cl:3][C:4]1[CH:5]=[C:6]([CH:11]2[O:17][CH2:16][CH2:15][N:14]([C:18]([O:20][C:21]([CH3:24])([CH3:23])[CH3:22])=[O:19])[CH2:13][C:12]2=[O:25])[CH:7]=[CH:8][C:9]=1[Cl:10].I[CH2:27]I.O.